This data is from Full USPTO retrosynthesis dataset with 1.9M reactions from patents (1976-2016). The task is: Predict the reactants needed to synthesize the given product. (1) Given the product [F:1][C:2]1[CH:3]=[C:4]([NH:5][C:14](=[O:13])[CH2:15][CH:16]([O:18][CH3:19])[O:17][CH3:9])[CH:6]=[CH:7][CH:8]=1, predict the reactants needed to synthesize it. The reactants are: [F:1][C:2]1[CH:3]=[C:4]([CH:6]=[CH:7][CH:8]=1)[NH2:5].[CH3:9][O-].[Na+].C[O:13]/[CH:14]=[CH:15]/[C:16]([O:18][CH3:19])=[O:17].[NH4+].[Cl-]. (2) Given the product [Cl:19][C:20]1[CH:21]=[CH:22][C:23]([C:26]2[CH:37]=[CH:36][CH:35]=[CH:34][C:27]=2[CH2:28][S:29]([CH2:30][C:31]([NH2:33])=[O:32])=[O:6])=[CH:24][CH:25]=1, predict the reactants needed to synthesize it. The reactants are: C([C@](C([O-])=O)(O)[C@](CC)(O)C([O-])=[O:6])C.C(N)(=S)C.[Cl:19][C:20]1[CH:25]=[CH:24][C:23]([C:26]2[CH:37]=[CH:36][CH:35]=[CH:34][C:27]=2[CH2:28][S:29][CH2:30][C:31]([NH2:33])=[O:32])=[CH:22][CH:21]=1.C(N(CC)CC)C.[O-]O.C1(C(C)C)C=CC=CC=1. (3) Given the product [O:14]=[C:2]1[CH2:6][CH2:5][C:4]([CH2:10][CH:11]([CH3:13])[CH3:12])([C:7]([OH:9])=[O:8])[CH2:3]1, predict the reactants needed to synthesize it. The reactants are: C=[C:2]1[CH2:6][CH2:5][C:4]([CH2:10][CH:11]([CH3:13])[CH3:12])([C:7]([O-:9])=[O:8])[CH2:3]1.[O:14]=[O+][O-].C1(P(C2C=CC=CC=2)C2C=CC=CC=2)C=CC=CC=1. (4) Given the product [CH3:38][N:39]([CH3:43])[CH2:40][C:41]#[C:42][C:16]1[CH:15]=[C:14]2[C:19]([CH:20]=[CH:21][N:12]([C:3]3[CH:4]=[C:5]([CH:10]=[CH:11][C:2]=3[CH3:1])[C:6]([O:8][CH3:9])=[O:7])[C:13]2=[O:30])=[CH:18][CH:17]=1, predict the reactants needed to synthesize it. The reactants are: [CH3:1][C:2]1[CH:11]=[CH:10][C:5]([C:6]([O:8][CH3:9])=[O:7])=[CH:4][C:3]=1[N:12]1[CH:21]=[CH:20][C:19]2[C:14](=[CH:15][C:16](OS(C(F)(F)F)(=O)=O)=[CH:17][CH:18]=2)[C:13]1=[O:30].C(N(CC)CC)C.[CH3:38][N:39]([CH3:43])[CH2:40][C:41]#[CH:42].[Li+].[Cl-].